This data is from Full USPTO retrosynthesis dataset with 1.9M reactions from patents (1976-2016). The task is: Predict the reactants needed to synthesize the given product. (1) Given the product [CH:1]([O:34][C:33](=[O:35])[CH2:32][O:31][C:30]1[CH:29]=[CH:28][C:27]([C:25](=[O:26])[CH2:24][NH:23][C:21]([O:20][C:16]([CH3:19])([CH3:17])[CH3:18])=[O:22])=[CH:37][CH:36]=1)([CH3:6])[CH3:2], predict the reactants needed to synthesize it. The reactants are: [CH2:1]1[CH2:6]CC(N=C=NC2CCCCC2)C[CH2:2]1.[C:16]([O:20][C:21]([NH:23][CH2:24][C:25]([C:27]1[CH:37]=[CH:36][C:30]([O:31][CH2:32][C:33]([OH:35])=[O:34])=[CH:29][CH:28]=1)=[O:26])=[O:22])([CH3:19])([CH3:18])[CH3:17].CC(O)C. (2) Given the product [F:23][C:22]1[C:16]2[O:15][CH2:14][CH:13]([CH2:12][N:25]3[CH2:30][CH2:29][CH2:28][CH2:27][CH2:26]3)[O:18][C:17]=2[CH:19]=[C:20]([F:24])[CH:21]=1, predict the reactants needed to synthesize it. The reactants are: CC1C=CC(S(O[CH2:12][CH:13]2[O:18][C:17]3[CH:19]=[C:20]([F:24])[CH:21]=[C:22]([F:23])[C:16]=3[O:15][CH2:14]2)(=O)=O)=CC=1.[NH:25]1[CH2:30][CH2:29][CH2:28][CH2:27][CH2:26]1. (3) The reactants are: [CH3:1][O:2][C:3](=[O:23])[CH2:4][C@@H:5]1[CH2:9][S:8][C:7]([C:10]2[NH:11][C:12]3[C:17]([CH:18]=2)=[CH:16][C:15]([Cl:19])=[CH:14][C:13]=3[N+:20]([O-])=O)=[N:6]1.CO.O.[Cl-].[NH4+]. Given the product [CH3:1][O:2][C:3](=[O:23])[CH2:4][C@@H:5]1[CH2:9][S:8][C:7]([C:10]2[NH:11][C:12]3[C:17]([CH:18]=2)=[CH:16][C:15]([Cl:19])=[CH:14][C:13]=3[NH2:20])=[N:6]1, predict the reactants needed to synthesize it. (4) Given the product [CH2:8]([O:7][CH:6]=[CH:5][CH:4]([O:3][CH2:1][CH3:2])[O:11][CH2:12][CH3:13])[CH3:9], predict the reactants needed to synthesize it. The reactants are: [CH2:1]([O:3][CH:4]([O:11][CH2:12][CH3:13])[CH:5](Br)[CH2:6][O:7][CH2:8][CH3:9])[CH3:2].CCO.Cl.CCO.C1(C)C=CC(S(O)(=O)=O)=CC=1.[OH-].[K+]. (5) Given the product [F:25][C:19]1[C:20]([F:24])=[CH:21][CH:22]=[CH:23][C:18]=1[C:16]1[N:17]=[C:12]2[CH:11]=[N:10][N:9]([CH2:8][C:5]3[N:6]=[N:7][C:2]([N:26]4[CH2:31][CH2:30][O:29][CH2:28][CH2:27]4)=[CH:3][CH:4]=3)[CH:14]=[C:13]2[N:15]=1, predict the reactants needed to synthesize it. The reactants are: Cl[C:2]1[N:7]=[N:6][C:5]([CH2:8][N:9]2[CH:14]=[C:13]3[N:15]=[C:16]([C:18]4[CH:23]=[CH:22][CH:21]=[C:20]([F:24])[C:19]=4[F:25])[N:17]=[C:12]3[CH:11]=[N:10]2)=[CH:4][CH:3]=1.[NH:26]1[CH2:31][CH2:30][O:29][CH2:28][CH2:27]1. (6) The reactants are: Cl[C:2]1[N:7]=[C:6]([C:8]([NH:10][CH:11]([C:15]2[CH:20]=[CH:19][C:18]([O:21][C:22]([F:25])([F:24])[F:23])=[CH:17][CH:16]=2)[CH2:12][O:13][CH3:14])=[O:9])[CH:5]=[CH:4][N:3]=1.[O:26]1[CH2:31][CH2:30][CH2:29][CH2:28][CH:27]1[N:32]1[C:36](B2OC(C)(C)C(C)(C)O2)=[CH:35][CH:34]=[N:33]1.C(=O)([O-])[O-].[Na+].[Na+].COCCOC. Given the product [CH3:14][O:13][CH2:12][CH:11]([NH:10][C:8]([C:6]1[CH:5]=[CH:4][N:3]=[C:2]([C:36]2[N:32]([CH:27]3[CH2:28][CH2:29][CH2:30][CH2:31][O:26]3)[N:33]=[CH:34][CH:35]=2)[N:7]=1)=[O:9])[C:15]1[CH:20]=[CH:19][C:18]([O:21][C:22]([F:25])([F:24])[F:23])=[CH:17][CH:16]=1, predict the reactants needed to synthesize it.